From a dataset of Forward reaction prediction with 1.9M reactions from USPTO patents (1976-2016). Predict the product of the given reaction. (1) Given the reactants [CH3:1][C:2]1[CH2:7][CH2:6][CH2:5][C:4]([CH3:9])([CH3:8])[C:3]=1/[CH:10]=[CH:11]/[C:12]1[CH:13]=[C:14]([CH2:18][CH2:19][CH2:20][NH2:21])[CH:15]=[CH:16][CH:17]=1.[C:22]([OH:27])(=[O:26])[C:23]([OH:25])=[O:24], predict the reaction product. The product is: [C:22]([OH:27])(=[O:26])[C:23]([OH:25])=[O:24].[CH3:1][C:2]1[CH2:7][CH2:6][CH2:5][C:4]([CH3:8])([CH3:9])[C:3]=1/[CH:10]=[CH:11]/[C:12]1[CH:13]=[C:14]([CH2:18][CH2:19][CH2:20][NH2:21])[CH:15]=[CH:16][CH:17]=1. (2) Given the reactants [O:1]1CCO[CH2:3][CH2:2]1.Cl.[C:8]1([CH:15]=[CH:14][CH:13]=[C:11]([OH:12])[CH:10]=1)[OH:9].[Cl:16]CC#N, predict the reaction product. The product is: [Cl:16][CH2:3][C:2]([C:13]1[CH:14]=[CH:15][C:8]([OH:9])=[CH:10][C:11]=1[OH:12])=[O:1].